Dataset: Caco-2 cell permeability data measuring drug intestinal absorption for ~900 compounds. Task: Regression/Classification. Given a drug SMILES string, predict its absorption, distribution, metabolism, or excretion properties. Task type varies by dataset: regression for continuous measurements (e.g., permeability, clearance, half-life) or binary classification for categorical outcomes (e.g., BBB penetration, CYP inhibition). For this dataset (caco2_wang), we predict Y. (1) The compound is CC(=O)NC(C(=O)NC1C(=O)N2C(C(=O)O)=C(C)CSC12)c1ccccc1. The Y is -6.63 log Papp (cm/s). (2) The compound is CCCC(CCC)C(=O)O. The Y is -4.32 log Papp (cm/s).